From a dataset of Reaction yield outcomes from USPTO patents with 853,638 reactions. Predict the reaction yield, written as a fraction of the theoretical maximum amount of product (1.0 means a 100% yield; for example, 0.34 means a 34% yield). (1) The product is [Br:13][C:14]1[N:15]=[CH:16][C:17]([O:5][CH2:4][CH2:3][N:2]([CH3:6])[CH3:1])=[N:18][CH:19]=1. The reactants are [CH3:1][N:2]([CH3:6])[CH2:3][CH2:4][OH:5].CC(C)([O-])C.[Na+].[Br:13][C:14]1[CH:19]=[N:18][C:17](Br)=[CH:16][N:15]=1. The yield is 0.880. The catalyst is C1COCC1.C(OCC)(=O)C. (2) The reactants are O1CCCCC1[N:7]1[C:15]2[C:10](=[CH:11][C:12]([C:16]3[N:20]=[CH:19][N:18](C(C4C=CC=CC=4)(C4C=CC=CC=4)C4C=CC=CC=4)[N:17]=3)=[CH:13][CH:14]=2)[C:9]([C:40]2[CH:41]=[C:42]([NH2:46])[CH:43]=[CH:44][CH:45]=2)=[N:8]1.[Cl-:47].[OH2:48]. The catalyst is N1C=CC=CC=1. The product is [NH:18]1[CH:19]=[N:20][C:16]([C:12]2[CH:11]=[C:10]3[C:15](=[CH:14][CH:13]=2)[NH:7][N:8]=[C:9]3[C:40]2[CH:41]=[C:42]([NH:46][C:9]([C:10]3[CH:15]=[CH:14][C:13]([Cl:47])=[CH:12][CH:11]=3)=[O:48])[CH:43]=[CH:44][CH:45]=2)=[N:17]1. The yield is 0.620. (3) The reactants are [CH2:1]([CH:3]([CH2:14][CH3:15])[CH2:4][C:5]1([C:11](O)=[O:12])[CH2:10][CH2:9][CH2:8][CH2:7][CH2:6]1)[CH3:2].C1(C(O)=O)CCCCC1.C(N(CCCC)CCCC)CCC.S(Cl)([Cl:40])=O.C(C(CC)CC1(C(OC(C2(CC(CC)CC)CCCCC2)=O)=O)CCCCC1)C. No catalyst specified. The product is [CH2:1]([CH:3]([CH2:14][CH3:15])[CH2:4][C:5]1([C:11]([Cl:40])=[O:12])[CH2:10][CH2:9][CH2:8][CH2:7][CH2:6]1)[CH3:2]. The yield is 0.958. (4) The reactants are [Cl:1][C:2]1[CH:7]=[CH:6][C:5]([S:8](Cl)(=[O:10])=[O:9])=[CH:4][C:3]=1[N+:12]([O-:14])=[O:13].[NH:15]1[CH2:21][CH2:20][CH2:19][CH2:18][C:17]2[CH:22]=[CH:23][CH:24]=[CH:25][C:16]1=2.C(N(C(C)C)CC)(C)C.O. The catalyst is C(Cl)Cl. The product is [N+:12]([C:3]1[CH:4]=[C:5]([S:8]([N:15]2[CH2:21][CH2:20][CH2:19][CH2:18][C:17]3[CH:22]=[CH:23][CH:24]=[CH:25][C:16]2=3)(=[O:10])=[O:9])[CH:6]=[CH:7][C:2]=1[Cl:1])([O-:14])=[O:13]. The yield is 0.850. (5) The reactants are C1(P(C2C=CC=CC=2)C2C=CC=CC=2)C=CC=CC=1.BrN1C(=O)CCC1=O.[Cl:28][C:29]1[CH:34]=[CH:33][C:32]([CH:35]([CH2:39][CH:40]2[CH2:44][CH2:43][CH2:42][CH2:41]2)[C:36]([OH:38])=O)=[CH:31][C:30]=1[N+:45]([O-:47])=[O:46].[NH2:48][C:49]1[S:50][CH:51]=[CH:52][N:53]=1. The catalyst is C(Cl)Cl. The product is [Cl:28][C:29]1[CH:34]=[CH:33][C:32]([CH:35]([CH2:39][CH:40]2[CH2:44][CH2:43][CH2:42][CH2:41]2)[C:36]([NH:48][C:49]2[S:50][CH:51]=[CH:52][N:53]=2)=[O:38])=[CH:31][C:30]=1[N+:45]([O-:47])=[O:46]. The yield is 0.730.